This data is from Peptide-MHC class I binding affinity with 185,985 pairs from IEDB/IMGT. The task is: Regression. Given a peptide amino acid sequence and an MHC pseudo amino acid sequence, predict their binding affinity value. This is MHC class I binding data. (1) The peptide sequence is LLECFVRSSPA. The MHC is H-2-Db with pseudo-sequence H-2-Db. The binding affinity (normalized) is 0. (2) The peptide sequence is MSPALFHAF. The MHC is H-2-Kb with pseudo-sequence H-2-Kb. The binding affinity (normalized) is 0.412. (3) The peptide sequence is QPYLQLQPF. The MHC is HLA-B54:01 with pseudo-sequence HLA-B54:01. The binding affinity (normalized) is 0.140.